From a dataset of Peptide-MHC class I binding affinity with 185,985 pairs from IEDB/IMGT. Regression. Given a peptide amino acid sequence and an MHC pseudo amino acid sequence, predict their binding affinity value. This is MHC class I binding data. (1) The peptide sequence is SINITPDDGL. The MHC is HLA-A02:06 with pseudo-sequence HLA-A02:06. The binding affinity (normalized) is 1.00. (2) The peptide sequence is QVPLRPMTSK. The binding affinity (normalized) is 0. The MHC is HLA-A01:01 with pseudo-sequence HLA-A01:01.